From a dataset of Catalyst prediction with 721,799 reactions and 888 catalyst types from USPTO. Predict which catalyst facilitates the given reaction. Reactant: CS(O[CH:6]([C:9]1[CH:14]=[CH:13][C:12]([C:15]2[CH:20]=[CH:19][CH:18]=[CH:17][C:16]=2[C:21]#[N:22])=[CH:11][N:10]=1)[CH2:7][CH3:8])(=O)=O.C(N(CC)CC)C.[NH:30]1[CH:34]=[CH:33][N:32]=[CH:31]1. Product: [N:30]1([CH:6]([C:9]2[N:10]=[CH:11][C:12]([C:15]3[CH:20]=[CH:19][CH:18]=[CH:17][C:16]=3[C:21]#[N:22])=[CH:13][CH:14]=2)[CH2:7][CH3:8])[CH:34]=[CH:33][N:32]=[CH:31]1. The catalyst class is: 34.